From a dataset of Full USPTO retrosynthesis dataset with 1.9M reactions from patents (1976-2016). Predict the reactants needed to synthesize the given product. (1) Given the product [Cl:1][C:2]1[CH:9]=[CH:8][C:5]([CH2:6][Cl:14])=[CH:4][C:3]=1[O:10][CH3:11], predict the reactants needed to synthesize it. The reactants are: [Cl:1][C:2]1[CH:9]=[CH:8][C:5]([CH2:6]O)=[CH:4][C:3]=1[O:10][CH3:11].S(Cl)([Cl:14])=O. (2) Given the product [OH:33][C:34]1([C:41]2[CH:42]=[N:43][C:44]([CH3:47])=[CH:45][CH:46]=2)[CH2:35][CH2:36][CH:37]([N:8]2[CH2:11][CH:10]([NH:12][C:13](=[O:32])[CH2:14][NH:15][C:16]3[C:24]4[C:19](=[CH:20][CH:21]=[C:22]([CH:25]([OH:30])[C:26]([F:29])([F:28])[F:27])[CH:23]=4)[N:18]([CH3:31])[N:17]=3)[CH2:9]2)[CH2:38][CH2:39]1, predict the reactants needed to synthesize it. The reactants are: OC(C(F)(F)F)=O.[NH:8]1[CH2:11][CH:10]([NH:12][C:13](=[O:32])[CH2:14][NH:15][C:16]2[C:24]3[C:19](=[CH:20][CH:21]=[C:22]([CH:25]([OH:30])[C:26]([F:29])([F:28])[F:27])[CH:23]=3)[N:18]([CH3:31])[N:17]=2)[CH2:9]1.[OH:33][C:34]1([C:41]2[CH:42]=[N:43][C:44]([CH3:47])=[CH:45][CH:46]=2)[CH2:39][CH2:38][C:37](=O)[CH2:36][CH2:35]1. (3) Given the product [CH2:26]([O:28][C:12](=[NH:13])[CH:11]([C:8]1[CH:9]=[CH:10][C:5]([C:1]([CH3:3])([CH3:4])[CH3:2])=[CH:6][CH:7]=1)[CH2:14][C:15]1[CH:16]=[CH:17][C:18]([C:21]([CH3:24])([CH3:23])[CH3:22])=[CH:19][CH:20]=1)[CH3:27], predict the reactants needed to synthesize it. The reactants are: [C:1]([C:5]1[CH:10]=[CH:9][C:8]([CH:11]([CH2:14][C:15]2[CH:20]=[CH:19][C:18]([C:21]([CH3:24])([CH3:23])[CH3:22])=[CH:17][CH:16]=2)[C:12]#[N:13])=[CH:7][CH:6]=1)([CH3:4])([CH3:3])[CH3:2].Cl.[CH2:26]([OH:28])[CH3:27].C(OCC)C. (4) The reactants are: [Cl:1][C:2]1[CH:30]=[CH:29][C:5]2[N:6]3[C:10]([CH2:11][N:12]([CH2:15][C:16]4[CH:21]=[CH:20][C:19]([O:22][CH3:23])=[CH:18][C:17]=4[O:24][CH3:25])[C:13](=[O:14])[C:4]=2[CH:3]=1)=[C:9]([C:26]([NH2:28])=O)[N:8]=[CH:7]3.P(Cl)(Cl)(Cl)=O. Given the product [Cl:1][C:2]1[CH:30]=[CH:29][C:5]2[N:6]3[C:10]([CH2:11][N:12]([CH2:15][C:16]4[CH:21]=[CH:20][C:19]([O:22][CH3:23])=[CH:18][C:17]=4[O:24][CH3:25])[C:13](=[O:14])[C:4]=2[CH:3]=1)=[C:9]([C:26]#[N:28])[N:8]=[CH:7]3, predict the reactants needed to synthesize it. (5) The reactants are: [CH3:1][C:2]1[NH:3][C:4]([CH2:10][C:11]2[CH:16]=[CH:15][CH:14]=[CH:13][C:12]=2[S:17]([N:20]2[CH2:24][CH2:23][CH2:22][CH2:21]2)(=[O:19])=[O:18])=[C:5]([CH3:9])[C:6]=1[C:7]#[N:8].C(=O)([O-])[O-].[Cs+].[Cs+].Br[CH2:32][C:33]([O:35][CH2:36][CH3:37])=[O:34]. Given the product [C:7]([C:6]1[C:5]([CH3:9])=[C:4]([CH2:10][C:11]2[CH:16]=[CH:15][CH:14]=[CH:13][C:12]=2[S:17]([N:20]2[CH2:24][CH2:23][CH2:22][CH2:21]2)(=[O:19])=[O:18])[N:3]([CH2:32][C:33]([O:35][CH2:36][CH3:37])=[O:34])[C:2]=1[CH3:1])#[N:8], predict the reactants needed to synthesize it. (6) Given the product [CH3:20][C@@H:16]1[CH2:17][CH2:18][CH2:19][NH:14][C@@H:15]1[CH2:21][NH:22][C:23]([C:25]1[CH:26]=[CH:27][CH:28]=[C:29]2[C:34]=1[N:33]=[CH:32][CH:31]=[CH:30]2)=[O:24], predict the reactants needed to synthesize it. The reactants are: [N+]([O-])([O-])=O.[NH4+].[Ce].COC1C=CC(C[N:14]2[CH2:19][CH2:18][CH2:17][C@@H:16]([CH3:20])[C@H:15]2[CH2:21][NH:22][C:23]([C:25]2[CH:26]=[CH:27][CH:28]=[C:29]3[C:34]=2[N:33]=[CH:32][CH:31]=[CH:30]3)=[O:24])=CC=1.C([O-])(O)=O.[Na+].C[C@@H]1CCCN[C@@H]1CNC(C1C=CC=C2C=1N=CC=C2)=O.COC1C=CC(C=O)=CC=1. (7) Given the product [CH2:27]([N:14]([CH2:11][CH2:12][CH3:13])[S:15]([C:18]1[CH:26]=[CH:25][C:21]([C:22]([NH:1][CH:2]2[C:10]3[C:5](=[CH:6][CH:7]=[CH:8][CH:9]=3)[CH2:4][CH2:3]2)=[O:23])=[CH:20][CH:19]=1)(=[O:17])=[O:16])[CH2:28][CH3:29], predict the reactants needed to synthesize it. The reactants are: [NH2:1][CH:2]1[C:10]2[C:5](=[CH:6][CH:7]=[CH:8][CH:9]=2)[CH2:4][CH2:3]1.[CH2:11]([N:14]([CH2:27][CH2:28][CH3:29])[S:15]([C:18]1[CH:26]=[CH:25][C:21]([C:22](Cl)=[O:23])=[CH:20][CH:19]=1)(=[O:17])=[O:16])[CH2:12][CH3:13].